Dataset: Forward reaction prediction with 1.9M reactions from USPTO patents (1976-2016). Task: Predict the product of the given reaction. (1) Given the reactants [CH3:1][O:2][C:3]1([C:9]#[C:10][Si](C)(C)C)[CH2:8][CH2:7][O:6][CH2:5][CH2:4]1.[F-].C([N+](CCCC)(CCCC)CCCC)CCC, predict the reaction product. The product is: [C:9]([C:3]1([O:2][CH3:1])[CH2:8][CH2:7][O:6][CH2:5][CH2:4]1)#[CH:10]. (2) Given the reactants [C:1]([O:5][C:6](=[O:20])[NH:7][CH2:8][CH2:9][C:10]1[CH:19]=[C:18]2[C:13]([CH2:14][CH2:15][CH2:16][NH:17]2)=[CH:12][CH:11]=1)([CH3:4])([CH3:3])[CH3:2].C(=O)([O-])[O-].[Ca+2].[I:26](Cl)(=O)=O.I(Cl)(=O)=O.C([N+](C)(C)C)C1C=CC=CC=1, predict the reaction product. The product is: [C:1]([O:5][C:6](=[O:20])[NH:7][CH2:8][CH2:9][C:10]1[CH:19]=[C:18]2[C:13]([CH2:14][CH2:15][CH2:16][NH:17]2)=[CH:12][C:11]=1[I:26])([CH3:4])([CH3:2])[CH3:3]. (3) The product is: [Cl:8][C:9]1[S:13][C:12]([C:14]([CH:2]([NH2:1])[C:3]2[N:4]=[C:5]([CH3:17])[NH:6][CH:7]=2)=[O:15])=[CH:11][CH:10]=1. Given the reactants [NH2:1][CH2:2][C:3]1[N:4]=[CH:5][NH:6][CH:7]=1.[Cl:8][C:9]1[S:13][C:12]([C:14](Cl)=[O:15])=[CH:11][CH:10]=1.[CH2:17]1COCC1, predict the reaction product. (4) Given the reactants [Li+].CC([N-]C(C)C)C.[CH:9]1([C:13]([O:15][CH2:16][CH3:17])=[O:14])[CH2:12][CH2:11][CH2:10]1.Br[CH2:19][CH2:20][CH2:21][CH2:22][Cl:23], predict the reaction product. The product is: [Cl:23][CH2:22][CH2:21][CH2:20][CH2:19][C:9]1([C:13]([O:15][CH2:16][CH3:17])=[O:14])[CH2:12][CH2:11][CH2:10]1. (5) Given the reactants [NH2:1][C:2]1[CH:7]=[CH:6][CH:5]=[CH:4][C:3]=1[S:8]([NH2:11])(=[O:10])=[O:9].Cl[CH2:13][CH2:14][CH2:15][C:16](Cl)=O.[OH-].[Na+], predict the reaction product. The product is: [CH2:14]1[CH:13]2[N:11]([S:8](=[O:9])(=[O:10])[C:3]3[CH:4]=[CH:5][CH:6]=[CH:7][C:2]=3[NH:1]2)[CH2:16][CH2:15]1. (6) The product is: [Cl:1][C:2]1[CH:7]=[CH:6][C:5]([S:8][C:9]2[C:28]3[C:29]([C:20]#[N:19])=[C:24]([CH3:23])[CH:25]=[CH:26][C:27]=3[NH:34][C:10]=2[CH3:12])=[CH:4][CH:3]=1. Given the reactants [Cl:1][C:2]1[CH:7]=[CH:6][C:5]([S:8][CH2:9][C:10]([CH3:12])=O)=[CH:4][CH:3]=1.S(Cl)(Cl)(=O)=O.C[N:19](C)[C:20]1[C:29]2[C:24](=[CH:25][CH:26]=[CH:27][C:28]=2N(C)C)[CH:23]=CC=1.[NH2:34]C1C=CC(Cl)=C(C=1)C#N, predict the reaction product. (7) Given the reactants [NH2:1][C:2]1[N:7]([C:8]2[CH:13]=[CH:12][C:11]([Br:14])=[CH:10][CH:9]=2)[C:6](SC)=[N:5][C:4](=[O:17])[CH:3]=1.[NH2:18][C:19]1[CH:24]=[CH:23][CH:22]=[CH:21][CH:20]=1.[K+].[Br-], predict the reaction product. The product is: [NH2:1][C:2]1[N:7]([C:8]2[CH:13]=[CH:12][C:11]([Br:14])=[CH:10][CH:9]=2)[C:6]([NH:18][C:19]2[CH:24]=[CH:23][CH:22]=[CH:21][CH:20]=2)=[N:5][C:4](=[O:17])[CH:3]=1. (8) The product is: [N+:1]([C:4]1[CH:5]=[CH:6][C:7]([O:10][C:11]2[CH:12]=[C:13]3[C:18](=[CH:19][CH:20]=2)[O:17][CH:16]([C:21]2[CH:22]=[CH:23][C:24]([N+:27]([O-:29])=[O:28])=[CH:25][CH:26]=2)[CH2:15][CH2:14]3)=[N:8][CH:9]=1)([O-:3])=[O:2]. Given the reactants [N+:1]([C:4]1[CH:5]=[CH:6][C:7]([O:10][C:11]2[CH:12]=[C:13]3[C:18](=[CH:19][CH:20]=2)[O:17][CH:16]([C:21]2[CH:26]=[CH:25][CH:24]=[CH:23][CH:22]=2)[CH2:15][CH2:14]3)=[N:8][CH:9]=1)([O-:3])=[O:2].[N+:27](C1C=CC(C2CCC3C(=CC=C(O)C=3)O2)=CC=1)([O-:29])=[O:28], predict the reaction product. (9) Given the reactants [F:1][C:2]1[C:9]([CH2:10][O:11][CH2:12][CH2:13][OH:14])=[CH:8][C:7]([O:15][CH3:16])=[CH:6][C:3]=1[CH:4]=[O:5].N1C=CN=C1.Cl[Si:23]([CH:30]([CH3:32])[CH3:31])([CH:27]([CH3:29])[CH3:28])[CH:24]([CH3:26])[CH3:25].O, predict the reaction product. The product is: [F:1][C:2]1[C:9]([CH2:10][O:11][CH2:12][CH2:13][O:14][Si:23]([CH:30]([CH3:32])[CH3:31])([CH:27]([CH3:29])[CH3:28])[CH:24]([CH3:26])[CH3:25])=[CH:8][C:7]([O:15][CH3:16])=[CH:6][C:3]=1[CH:4]=[O:5].